This data is from Ames mutagenicity test results for genotoxicity prediction. The task is: Regression/Classification. Given a drug SMILES string, predict its toxicity properties. Task type varies by dataset: regression for continuous values (e.g., LD50, hERG inhibition percentage) or binary classification for toxic/non-toxic outcomes (e.g., AMES mutagenicity, cardiotoxicity, hepatotoxicity). Dataset: ames. (1) The compound is CS(C)=O. The result is 0 (non-mutagenic). (2) The molecule is NP(=O)(O)N(CCCl)CCCl. The result is 1 (mutagenic). (3) The drug is O=C(O)c1cccc([N+](=O)[O-])c1. The result is 1 (mutagenic).